Dataset: Catalyst prediction with 721,799 reactions and 888 catalyst types from USPTO. Task: Predict which catalyst facilitates the given reaction. (1) Reactant: [NH2:1][C:2]1[CH:7]=[CH:6][C:5]([C:8]2[CH:13]=[CH:12][C:11]([C:14]([F:17])([F:16])[F:15])=[CH:10][CH:9]=2)=[CH:4][C:3]=1[C:18]#[N:19].N([O-])=O.[Na+].[N-:24]=[N+:25]=[N-].[Na+]. Product: [N:1]([C:2]1[CH:7]=[CH:6][C:5]([C:8]2[CH:9]=[CH:10][C:11]([C:14]([F:15])([F:16])[F:17])=[CH:12][CH:13]=2)=[CH:4][C:3]=1[C:18]#[N:19])=[N+:24]=[N-:25]. The catalyst class is: 445. (2) Reactant: [Cl:1][C:2]1[CH:3]=[C:4]2[C:9](=[CH:10][CH:11]=1)[NH:8][C:7](=[O:12])[C:6]([C@@H:13]([NH:15][C:16]1[N:21]=[C:20](Cl)[CH:19]=[CH:18][N:17]=1)[CH3:14])=[CH:5]2.C([O-])([O-])=O.[K+].[K+].[CH3:29][N:30]1[C:34](B2OC(C)(C)C(C)(C)O2)=[CH:33][N:32]=[N:31]1.O. Product: [Cl:1][C:2]1[CH:3]=[C:4]2[C:9](=[CH:10][CH:11]=1)[NH:8][C:7](=[O:12])[C:6]([C@@H:13]([NH:15][C:16]1[N:21]=[C:20]([C:34]3[N:30]([CH3:29])[N:31]=[N:32][CH:33]=3)[CH:19]=[CH:18][N:17]=1)[CH3:14])=[CH:5]2. The catalyst class is: 276. (3) Reactant: [CH:1]1([C:4]2[CH:5]=[CH:6][C:7]([C:15]([OH:17])=O)=[N:8][C:9]=2[O:10][CH2:11][CH:12]2[CH2:14][CH2:13]2)[CH2:3][CH2:2]1.[NH2:18][CH:19]([CH:22]1[CH2:24][CH2:23]1)[C:20]#[N:21].CO. Product: [C:20]([CH:19]([NH:18][C:15]([C:7]1[CH:6]=[CH:5][C:4]([CH:1]2[CH2:2][CH2:3]2)=[C:9]([O:10][CH2:11][CH:12]2[CH2:13][CH2:14]2)[N:8]=1)=[O:17])[CH:22]1[CH2:24][CH2:23]1)#[N:21]. The catalyst class is: 194. (4) Reactant: C([O:8][C:9]1[CH:17]=[CH:16][C:12]([C:13]([OH:15])=O)=[CH:11][CH:10]=1)C1C=CC=CC=1.C(N(C(C)C)CC)(C)C.CN(C(ON1N=NC2C=CC=NC1=2)=[N+](C)C)C.F[P-](F)(F)(F)(F)F.[BrH:51].[Br-].[NH2:53][CH2:54][CH2:55][N+:56]12[CH2:63][CH2:62][CH:59]([CH2:60][CH2:61]1)[C@@H:58]([O:64][C:65](=[O:80])[C:66]([OH:79])([C:73]1[CH:78]=[CH:77][CH:76]=[CH:75][CH:74]=1)[C:67]1[CH:72]=[CH:71][CH:70]=[CH:69][CH:68]=1)[CH2:57]2. Product: [Br-:51].[OH:8][C:9]1[CH:10]=[CH:11][C:12]([C:13]([NH:53][CH2:54][CH2:55][N+:56]23[CH2:63][CH2:62][CH:59]([CH2:60][CH2:61]2)[C@@H:58]([O:64][C:65](=[O:80])[C:66]([OH:79])([C:67]2[CH:72]=[CH:71][CH:70]=[CH:69][CH:68]=2)[C:73]2[CH:74]=[CH:75][CH:76]=[CH:77][CH:78]=2)[CH2:57]3)=[O:15])=[CH:16][CH:17]=1. The catalyst class is: 3.